From a dataset of NCI-60 drug combinations with 297,098 pairs across 59 cell lines. Regression. Given two drug SMILES strings and cell line genomic features, predict the synergy score measuring deviation from expected non-interaction effect. (1) Drug 1: CC12CCC3C(C1CCC2=O)CC(=C)C4=CC(=O)C=CC34C. Drug 2: CC1C(C(CC(O1)OC2CC(CC3=C2C(=C4C(=C3O)C(=O)C5=C(C4=O)C(=CC=C5)OC)O)(C(=O)C)O)N)O.Cl. Cell line: SK-OV-3. Synergy scores: CSS=53.4, Synergy_ZIP=10.3, Synergy_Bliss=13.7, Synergy_Loewe=15.0, Synergy_HSA=15.2. (2) Drug 1: CCC1(CC2CC(C3=C(CCN(C2)C1)C4=CC=CC=C4N3)(C5=C(C=C6C(=C5)C78CCN9C7C(C=CC9)(C(C(C8N6C=O)(C(=O)OC)O)OC(=O)C)CC)OC)C(=O)OC)O.OS(=O)(=O)O. Drug 2: CN1C(=O)N2C=NC(=C2N=N1)C(=O)N. Cell line: MALME-3M. Synergy scores: CSS=17.2, Synergy_ZIP=2.67, Synergy_Bliss=3.31, Synergy_Loewe=-36.3, Synergy_HSA=0.202. (3) Drug 1: C1CN(CCN1C(=O)CCBr)C(=O)CCBr. Drug 2: C1CC(=O)NC(=O)C1N2C(=O)C3=CC=CC=C3C2=O. Cell line: NCI-H322M. Synergy scores: CSS=3.76, Synergy_ZIP=0.514, Synergy_Bliss=-3.16, Synergy_Loewe=-0.263, Synergy_HSA=-4.35. (4) Drug 2: C1CC(C1)(C2=CC=C(C=C2)C3=C(C=C4C(=N3)C=CN5C4=NNC5=O)C6=CC=CC=C6)N. Synergy scores: CSS=39.3, Synergy_ZIP=6.68, Synergy_Bliss=6.49, Synergy_Loewe=6.96, Synergy_HSA=8.16. Cell line: HCT116. Drug 1: C1CC(CCC1OC2=C(C(=CC=C2)Cl)F)(CC3=NC(=CC=C3)NC4=NC=CS4)C(=O)O. (5) Drug 1: CC1=C(N=C(N=C1N)C(CC(=O)N)NCC(C(=O)N)N)C(=O)NC(C(C2=CN=CN2)OC3C(C(C(C(O3)CO)O)O)OC4C(C(C(C(O4)CO)O)OC(=O)N)O)C(=O)NC(C)C(C(C)C(=O)NC(C(C)O)C(=O)NCCC5=NC(=CS5)C6=NC(=CS6)C(=O)NCCC[S+](C)C)O. Drug 2: C1CNP(=O)(OC1)N(CCCl)CCCl. Cell line: EKVX. Synergy scores: CSS=4.11, Synergy_ZIP=-4.81, Synergy_Bliss=-3.82, Synergy_Loewe=-2.86, Synergy_HSA=-1.88.